This data is from NCI-60 drug combinations with 297,098 pairs across 59 cell lines. The task is: Regression. Given two drug SMILES strings and cell line genomic features, predict the synergy score measuring deviation from expected non-interaction effect. (1) Drug 1: C1=CC(=CC=C1C#N)C(C2=CC=C(C=C2)C#N)N3C=NC=N3. Drug 2: COC1=C2C(=CC3=C1OC=C3)C=CC(=O)O2. Cell line: MDA-MB-435. Synergy scores: CSS=-5.22, Synergy_ZIP=2.19, Synergy_Bliss=-1.05, Synergy_Loewe=-4.82, Synergy_HSA=-4.47. (2) Drug 1: CC(C)CN1C=NC2=C1C3=CC=CC=C3N=C2N. Drug 2: C1C(C(OC1N2C=NC(=NC2=O)N)CO)O. Cell line: RXF 393. Synergy scores: CSS=1.52, Synergy_ZIP=-2.15, Synergy_Bliss=-1.04, Synergy_Loewe=-3.09, Synergy_HSA=-2.23.